This data is from Full USPTO retrosynthesis dataset with 1.9M reactions from patents (1976-2016). The task is: Predict the reactants needed to synthesize the given product. (1) Given the product [CH2:2]([O:1][C:8]1[CH:9]=[CH:10][C:11]([CH2:14][C:15]([NH:56][C:53]2[CH:54]=[C:55]3[C:50](=[CH:51][CH:52]=2)[NH:49][N:48]=[C:47]3[N:43]2[CH2:44][CH2:45][CH2:46][N:40]([CH3:39])[CH2:41][CH2:42]2)=[O:17])=[CH:12][CH:13]=1)[C:7]1[CH:6]=[CH:5][CH:4]=[CH:3][CH:18]=1, predict the reactants needed to synthesize it. The reactants are: [O:1]([C:8]1[CH:13]=[CH:12][C:11]([CH2:14][C:15]([OH:17])=O)=[CH:10][CH:9]=1)[C:2]1[CH:7]=[CH:6][CH:5]=[CH:4][CH:3]=1.[CH2:18](Cl)CCl.C1C=CC2N(O)N=NC=2C=1.CCN(CC)CC.[CH3:39][N:40]1[CH2:46][CH2:45][CH2:44][N:43]([C:47]2[C:55]3[C:50](=[CH:51][CH:52]=[C:53]([NH2:56])[CH:54]=3)[NH:49][N:48]=2)[CH2:42][CH2:41]1. (2) Given the product [CH3:33][C:26]([O:25][C:24]1[CH:34]=[CH:35][CH:36]=[C:22]([CH2:21][CH2:20][CH2:19][O:18][C:2]2[C:3](=[O:17])[N:4]([CH3:16])[C:5](=[O:15])[N:6]([CH2:8][CH2:9][CH2:10][C:11]([F:14])([F:13])[F:12])[N:7]=2)[CH:23]=1)([CH3:32])[C:27]([O:29][CH2:30][CH3:31])=[O:28], predict the reactants needed to synthesize it. The reactants are: Br[C:2]1[C:3](=[O:17])[N:4]([CH3:16])[C:5](=[O:15])[N:6]([CH2:8][CH2:9][CH2:10][C:11]([F:14])([F:13])[F:12])[N:7]=1.[OH:18][CH2:19][CH2:20][CH2:21][C:22]1[CH:23]=[C:24]([CH:34]=[CH:35][CH:36]=1)[O:25][C:26]([CH3:33])([CH3:32])[C:27]([O:29][CH2:30][CH3:31])=[O:28]. (3) Given the product [CH3:1][CH2:2][CH:3]([NH:6][C:14](=[O:18])[CH:15]([CH3:17])[CH3:16])[CH2:4][CH3:5], predict the reactants needed to synthesize it. The reactants are: [CH3:1][CH2:2][CH:3]([NH2:6])[CH2:4][CH3:5].C(N(CC)CC)C.[C:14](Cl)(=[O:18])[CH:15]([CH3:17])[CH3:16]. (4) Given the product [C:4]([C:5]1[CH:10]=[CH:9][C:8]([C:11]2[N:16]=[CH:15][C:14]3[CH:17]=[C:18]([N:20]4[CH2:25][CH2:24][N:23]([CH2:26][CH3:27])[CH2:22][CH2:21]4)[S:19][C:13]=3[CH:12]=2)=[CH:7][CH:6]=1)#[CH:3], predict the reactants needed to synthesize it. The reactants are: CC(C)(O)[C:3]#[C:4][C:5]1[CH:10]=[CH:9][C:8]([C:11]2[N:16]=[CH:15][C:14]3[CH:17]=[C:18]([N:20]4[CH2:25][CH2:24][N:23]([CH2:26][CH3:27])[CH2:22][CH2:21]4)[S:19][C:13]=3[CH:12]=2)=[CH:7][CH:6]=1.[OH-].[K+]. (5) Given the product [F:1][C:2]1[C:7]([F:8])=[CH:6][C:5]([N+:26]([O-:28])=[O:27])=[CH:4][C:3]=1[C@:9]1([CH3:20])[CH2:14][C@@H:13]([C:15]([F:18])([F:16])[F:17])[O:12][C:11]([NH2:19])=[N:10]1, predict the reactants needed to synthesize it. The reactants are: [F:1][C:2]1[C:7]([F:8])=[CH:6][CH:5]=[CH:4][C:3]=1[C@:9]1([CH3:20])[CH2:14][C@@H:13]([C:15]([F:18])([F:17])[F:16])[O:12][C:11]([NH2:19])=[N:10]1.S(=O)(=O)(O)O.[N+:26]([O-])([O-:28])=[O:27].[Na+]. (6) Given the product [Cl:1][C:2]1[CH:3]=[C:4]([C:21]2[CH:26]=[CH:25][CH:24]=[CH:23][CH:22]=2)[CH:5]=[CH:6][C:7]=1[CH2:8][N:9]1[C:13]2[CH:14]=[C:15]([O:19][CH2:35][C:36]3[N:45]=[CH:44][CH:43]=[CH:42][C:37]=3[C:38]([O:40][CH3:41])=[O:39])[CH:16]=[C:17]([CH3:18])[C:12]=2[N:11]=[C:10]1[CH3:20], predict the reactants needed to synthesize it. The reactants are: [Cl:1][C:2]1[CH:3]=[C:4]([C:21]2[CH:26]=[CH:25][CH:24]=[CH:23][CH:22]=2)[CH:5]=[CH:6][C:7]=1[CH2:8][N:9]1[C:13]2[CH:14]=[C:15]([OH:19])[CH:16]=[C:17]([CH3:18])[C:12]=2[N:11]=[C:10]1[CH3:20].O1CCCC1.[H-].[Na+].Br[CH2:35][C:36]1[N:45]=[CH:44][CH:43]=[CH:42][C:37]=1[C:38]([O:40][CH3:41])=[O:39].